This data is from Full USPTO retrosynthesis dataset with 1.9M reactions from patents (1976-2016). The task is: Predict the reactants needed to synthesize the given product. Given the product [Cl:1][C:2]1[CH:8]=[C:7]([O:9][C:10]([F:13])([F:12])[F:11])[CH:6]=[C:5]([Cl:14])[C:3]=1[I:19], predict the reactants needed to synthesize it. The reactants are: [Cl:1][C:2]1[CH:8]=[C:7]([O:9][C:10]([F:13])([F:12])[F:11])[CH:6]=[C:5]([Cl:14])[C:3]=1N.N([O-])=O.[Na+].[I-:19].[K+].